From a dataset of Full USPTO retrosynthesis dataset with 1.9M reactions from patents (1976-2016). Predict the reactants needed to synthesize the given product. (1) Given the product [CH:1]1([CH2:7][C:8]([NH:68][C:64]2[CH:65]=[CH:66][CH:67]=[C:62]([C:31]3[C:32]4[C:37](=[CH:36][CH:35]=[C:34]([C:38]5[N:42]=[CH:41][N:40]([C:43]([C:44]6[CH:45]=[CH:46][CH:47]=[CH:48][CH:49]=6)([C:50]6[CH:55]=[CH:54][CH:53]=[CH:52][CH:51]=6)[C:56]6[CH:61]=[CH:60][CH:59]=[CH:58][CH:57]=6)[N:39]=5)[CH:33]=4)[N:29]([CH:24]4[CH2:25][CH2:26][CH2:27][CH2:28][O:23]4)[N:30]=3)[CH:63]=2)=[O:10])[CH2:2][CH2:3][CH2:4][CH2:5][CH2:6]1, predict the reactants needed to synthesize it. The reactants are: [CH:1]1([CH2:7][C:8]([OH:10])=O)[CH2:6][CH2:5][CH2:4][CH2:3][CH2:2]1.Cl.CN(C)CCCN=C=NCC.[O:23]1[CH2:28][CH2:27][CH2:26][CH2:25][CH:24]1[N:29]1[C:37]2[C:32](=[CH:33][C:34]([C:38]3[N:42]=[CH:41][N:40]([C:43]([C:56]4[CH:61]=[CH:60][CH:59]=[CH:58][CH:57]=4)([C:50]4[CH:55]=[CH:54][CH:53]=[CH:52][CH:51]=4)[C:44]4[CH:49]=[CH:48][CH:47]=[CH:46][CH:45]=4)[N:39]=3)=[CH:35][CH:36]=2)[C:31]([C:62]2[CH:63]=[C:64]([NH2:68])[CH:65]=[CH:66][CH:67]=2)=[N:30]1. (2) Given the product [Cl:33][C:10]1[N:9]=[C:8]([C:5]2[CH:6]=[CH:7][C:2]([Cl:1])=[C:3]([O:21][CH3:22])[C:4]=2[F:20])[N:16]=[C:15]2[C:11]=1[N:12]([CH3:17])[CH:13]=[N:14]2, predict the reactants needed to synthesize it. The reactants are: [Cl:1][C:2]1[CH:7]=[CH:6][C:5]([C:8]2[N:16]=[C:15]3[C:11]([N:12]([CH3:17])[CH:13]=[N:14]3)=[C:10](OC)[N:9]=2)=[C:4]([F:20])[C:3]=1[O:21][CH3:22].Cl.[OH-].[Na+].CN(C=O)C.S(Cl)([Cl:33])=O. (3) The reactants are: [CH2:1]([O:8][CH2:9][C@H:10]([NH:14][S:15]([C:18]1[C:27]2[C:22](=[CH:23][CH:24]=[CH:25][CH:26]=2)[C:21]([CH3:28])=[CH:20][CH:19]=1)(=[O:17])=[O:16])[C:11]([OH:13])=O)[C:2]1[CH:7]=[CH:6][CH:5]=[CH:4][CH:3]=1.C1CCC(N=C=NC2CCCCC2)CC1.[NH2:44][CH2:45][C:46]([NH2:49])([CH3:48])[CH3:47]. Given the product [NH2:49][C:46]([CH3:48])([CH3:47])[CH2:45][NH:44][C:11]([C@@H:10]([NH:14][S:15]([C:18]1[C:27]2[C:22](=[CH:23][CH:24]=[CH:25][CH:26]=2)[C:21]([CH3:28])=[CH:20][CH:19]=1)(=[O:16])=[O:17])[CH2:9][O:8][CH2:1][C:2]1[CH:7]=[CH:6][CH:5]=[CH:4][CH:3]=1)=[O:13], predict the reactants needed to synthesize it. (4) Given the product [Cl:1][C:2]1[CH:11]=[CH:10][C:5]([C:6]([O:8][CH3:9])=[O:7])=[C:4]2[C:3]=1[N:17]=[C:18]1[N:19]([C:20]3[C:21]([Br:29])=[CH:22][C:23]([O:27][CH3:28])=[CH:24][C:25]=3[Br:26])[CH2:15][CH2:14][CH2:13][N:12]21, predict the reactants needed to synthesize it. The reactants are: [Cl:1][C:2]1[CH:11]=[CH:10][C:5]([C:6]([O:8][CH3:9])=[O:7])=[C:4]([NH:12][CH2:13][CH2:14][CH2:15]O)[C:3]=1[NH:17][C:18](=S)[NH:19][C:20]1[C:25]([Br:26])=[CH:24][C:23]([O:27][CH3:28])=[CH:22][C:21]=1[Br:29].Cl.C(N=C=NCCCN(C)C)C.C(N(CC)CC)C.CS(Cl)(=O)=O.C(=O)([O-])[O-].[K+].[K+]. (5) Given the product [F:35][C:19]1[CH:20]=[C:21]([N:24]2[CH2:28][C@H:27]([CH2:29][NH:30][C:31](=[O:33])[CH3:32])[O:26][C:25]2=[O:34])[CH:22]=[CH:23][C:18]=1[NH:17][CH:14]1[CH2:15][CH2:16][NH:11][CH2:12][CH2:13]1, predict the reactants needed to synthesize it. The reactants are: C(OC([N:11]1[CH2:16][CH2:15][CH:14]([NH:17][C:18]2[CH:23]=[CH:22][C:21]([N:24]3[CH2:28][C@H:27]([CH2:29][NH:30][C:31](=[O:33])[CH3:32])[O:26][C:25]3=[O:34])=[CH:20][C:19]=2[F:35])[CH2:13][CH2:12]1)=O)C1C=CC=CC=1.